The task is: Predict the reaction yield, written as a fraction of the theoretical maximum amount of product (1.0 means a 100% yield; for example, 0.34 means a 34% yield).. This data is from Reaction yield outcomes from USPTO patents with 853,638 reactions. The reactants are C[O:2][C:3](=[O:25])[C:4]1[CH:9]=[CH:8][C:7]([O:10][CH2:11][C:12]2[C:13]([C:18]3[CH:23]=[CH:22][C:21]([F:24])=[CH:20][N:19]=3)=[N:14][O:15][C:16]=2[CH3:17])=[N:6][CH:5]=1.COC(=O)C1C=CC(OCC2C(C3C=CC=CN=3)=NOC=2C)=NC=1. No catalyst specified. The product is [F:24][C:21]1[CH:22]=[CH:23][C:18]([C:13]2[C:12]([CH2:11][O:10][C:7]3[CH:8]=[CH:9][C:4]([C:3]([OH:25])=[O:2])=[CH:5][N:6]=3)=[C:16]([CH3:17])[O:15][N:14]=2)=[N:19][CH:20]=1. The yield is 0.920.